From a dataset of Peptide-MHC class I binding affinity with 185,985 pairs from IEDB/IMGT. Regression. Given a peptide amino acid sequence and an MHC pseudo amino acid sequence, predict their binding affinity value. This is MHC class I binding data. The peptide sequence is RSVWIPGRW. The MHC is HLA-A02:01 with pseudo-sequence HLA-A02:01. The binding affinity (normalized) is 0.0847.